Dataset: Reaction yield outcomes from USPTO patents with 853,638 reactions. Task: Predict the reaction yield, written as a fraction of the theoretical maximum amount of product (1.0 means a 100% yield; for example, 0.34 means a 34% yield). (1) The reactants are C[O:2][C:3]([C:5]1[NH:6][C:7]2[C:12]([CH:13]=1)=[CH:11][C:10]([Cl:14])=[CH:9][C:8]=2[N+:15]([O-:17])=[O:16])=[O:4].[OH-].[Li+].Cl. The catalyst is C1COCC1.CO.O. The product is [Cl:14][C:10]1[CH:11]=[C:12]2[C:7](=[C:8]([N+:15]([O-:17])=[O:16])[CH:9]=1)[NH:6][C:5]([C:3]([OH:4])=[O:2])=[CH:13]2. The yield is 0.920. (2) The catalyst is CS(C)=O.[OH-].[NH4+].[Cu]I. The product is [CH3:27][O:26][C:12]1[CH:11]=[C:10]([CH:15]=[CH:14][C:13]=1[O:16][CH2:17][C:18]1[CH:19]=[N:20][C:21]([O:24][CH3:25])=[CH:22][CH:23]=1)[CH2:9][N:6]1[C:5]2[CH:28]=[CH:29][C:2]([N:31]3[CH2:30][C:33]4([CH2:34][CH2:35][N:36]([C:39]([O:41][C:42]([CH3:45])([CH3:44])[CH3:43])=[O:40])[CH2:37][CH2:38]4)[CH2:32]3)=[CH:3][C:4]=2[N:8]=[CH:7]1. The reactants are I[C:2]1[CH:29]=[CH:28][C:5]2[N:6]([CH2:9][C:10]3[CH:15]=[CH:14][C:13]([O:16][CH2:17][C:18]4[CH:19]=[N:20][C:21]([O:24][CH3:25])=[CH:22][CH:23]=4)=[C:12]([O:26][CH3:27])[CH:11]=3)[CH:7]=[N:8][C:4]=2[CH:3]=1.[CH2:30]1[C:33]2([CH2:38][CH2:37][N:36]([C:39]([O:41][C:42]([CH3:45])([CH3:44])[CH3:43])=[O:40])[CH2:35][CH2:34]2)[CH2:32][NH:31]1.C(=O)([O-])[O-].[K+].[K+].N1CCC[C@H]1C(O)=O. The yield is 0.720. (3) The reactants are [Cl-].[Li+].COC([C:7]1([CH2:27][CH2:28][C:29](=[O:31])[CH3:30])[CH2:16][C@@H:15]2[C@H:10]([CH2:11][CH2:12][C@:13]3([CH3:25])[C@@H:19]([O:20][C:21]([CH3:24])([CH3:23])[CH3:22])[CH2:18][CH2:17][C@H:14]32)[CH2:9][C:8]1=O)=O.[OH-].[Na+].[NH4+].[Cl-]. The catalyst is CN(C=O)C.CCO. The product is [CH3:22][C:21]([CH3:23])([O:20][C@@H:19]1[C@@:13]2([CH3:25])[CH2:12][CH2:11][C@H:10]3[C@H:15]([C@@H:14]2[CH2:17][CH2:18]1)[CH2:16][C@H:7]1[C:8](=[CH:30][C:29](=[O:31])[CH2:28][CH2:27]1)[CH2:9]3)[CH3:24]. The yield is 0.710. (4) The reactants are Cl[C:2]1[CH:3]=[C:4]([NH:9][C:10]2[N:11]=[N:12][C:13]([C:16]3[CH:21]=[CH:20][N:19]=[CH:18][CH:17]=3)=[CH:14][CH:15]=2)[C:5](=[O:8])[NH:6][N:7]=1.[C:22]([C:26]1[N:27]=[CH:28][C:29]([C:32]([NH:34][C:35]2[CH:40]=[C:39](B3OC(C)(C)C(C)(C)O3)[CH:38]=[CH:37][C:36]=2[F:50])=[O:33])=[N:30][CH:31]=1)([CH3:25])([CH3:24])[CH3:23].C(=O)([O-])[O-].[Na+].[Na+].O1CCOCC1. The catalyst is C(OCC)(=O)C.O.C1C=CC([P]([Pd]([P](C2C=CC=CC=2)(C2C=CC=CC=2)C2C=CC=CC=2)([P](C2C=CC=CC=2)(C2C=CC=CC=2)C2C=CC=CC=2)[P](C2C=CC=CC=2)(C2C=CC=CC=2)C2C=CC=CC=2)(C2C=CC=CC=2)C2C=CC=CC=2)=CC=1.CN(C=O)C. The product is [C:22]([C:26]1[N:27]=[CH:28][C:29]([C:32]([NH:34][C:35]2[CH:40]=[C:39]([C:2]3[CH:3]=[C:4]([NH:9][C:10]4[N:11]=[N:12][C:13]([C:16]5[CH:21]=[CH:20][N:19]=[CH:18][CH:17]=5)=[CH:14][CH:15]=4)[C:5](=[O:8])[NH:6][N:7]=3)[CH:38]=[CH:37][C:36]=2[F:50])=[O:33])=[N:30][CH:31]=1)([CH3:25])([CH3:23])[CH3:24]. The yield is 0.490. (5) The reactants are [NH2:1][C:2]1[NH:7][C:6](=O)[C:5]([O:9][C:10]2[CH:15]=[C:14]([CH3:16])[C:13]([O:17][CH3:18])=[CH:12][C:11]=2[CH:19]([CH3:21])[CH3:20])=[CH:4][N:3]=1.P(Cl)(Cl)([Cl:24])=O. No catalyst specified. The product is [Cl:24][C:6]1[C:5]([O:9][C:10]2[CH:15]=[C:14]([CH3:16])[C:13]([O:17][CH3:18])=[CH:12][C:11]=2[CH:19]([CH3:21])[CH3:20])=[CH:4][N:3]=[C:2]([NH2:1])[N:7]=1. The yield is 0.880. (6) The reactants are C(NC(C)C)(C)C.C([Li])CCC.[CH3:13][O:14][C:15](=[O:26])[CH2:16][C:17]1[CH:22]=[CH:21][C:20]([S:23][CH3:24])=[C:19]([Br:25])[CH:18]=1.I[CH2:28][CH:29]1[CH2:33][CH2:32][CH2:31][CH2:30]1. The catalyst is O1CCCC1.CN1CCCN(C)C1=O. The product is [CH3:13][O:14][C:15](=[O:26])[CH:16]([C:17]1[CH:22]=[CH:21][C:20]([S:23][CH3:24])=[C:19]([Br:25])[CH:18]=1)[CH2:28][CH:29]1[CH2:33][CH2:32][CH2:31][CH2:30]1. The yield is 0.570.